Dataset: Peptide-MHC class I binding affinity with 185,985 pairs from IEDB/IMGT. Task: Regression. Given a peptide amino acid sequence and an MHC pseudo amino acid sequence, predict their binding affinity value. This is MHC class I binding data. (1) The peptide sequence is TPKIRFWHV. The MHC is HLA-A31:01 with pseudo-sequence HLA-A31:01. The binding affinity (normalized) is 0.0847. (2) The peptide sequence is MEIYIWDHD. The MHC is HLA-A26:01 with pseudo-sequence HLA-A26:01. The binding affinity (normalized) is 0.0847. (3) The peptide sequence is SEIYVAWVPA. The binding affinity (normalized) is 0.155. The MHC is Mamu-B8301 with pseudo-sequence Mamu-B8301. (4) The peptide sequence is YDAPGWLIW. The MHC is HLA-A01:01 with pseudo-sequence HLA-A01:01. The binding affinity (normalized) is 0.213.